Dataset: Forward reaction prediction with 1.9M reactions from USPTO patents (1976-2016). Task: Predict the product of the given reaction. (1) Given the reactants [NH:1]1[C:5]2[CH:6]=[CH:7][CH:8]=[CH:9][C:4]=2[N:3]=[C:2]1[C:10]([N:12]([CH2:34][CH:35]([CH3:37])[CH3:36])[C@H:13]1[CH2:18][C@@H:17]([C:19]([N:21]2[CH2:26][CH2:25][O:24][CH2:23][CH2:22]2)=[O:20])[CH2:16][N:15]([C:27]([O:29][C:30]([CH3:33])([CH3:32])[CH3:31])=[O:28])[CH2:14]1)=[O:11].CI.[C:40](=O)([O-])[O-].[Cs+].[Cs+], predict the reaction product. The product is: [CH3:40][N:1]1[C:5]2[CH:6]=[CH:7][CH:8]=[CH:9][C:4]=2[N:3]=[C:2]1[C:10]([N:12]([CH2:34][CH:35]([CH3:37])[CH3:36])[C@H:13]1[CH2:18][C@@H:17]([C:19]([N:21]2[CH2:22][CH2:23][O:24][CH2:25][CH2:26]2)=[O:20])[CH2:16][N:15]([C:27]([O:29][C:30]([CH3:31])([CH3:32])[CH3:33])=[O:28])[CH2:14]1)=[O:11]. (2) Given the reactants [C:1]([C@@H:3]1[CH2:7][CH2:6][CH2:5][N:4]1[C:8]([C@@H:10]1[C@H:15]2[CH2:16][C@H:12]([C@H:13]([O:17][CH2:18][C:19]([O:21]CC)=[O:20])[CH2:14]2)[N:11]1[C:24]([O:26][C:27]([CH3:30])([CH3:29])[CH3:28])=[O:25])=[O:9])#[N:2].O.[OH-].[Li+], predict the reaction product. The product is: [C:27]([O:26][C:24]([N:11]1[C@H:10]([C:8]([N:4]2[CH2:5][CH2:6][CH2:7][C@H:3]2[C:1]#[N:2])=[O:9])[C@H:15]2[CH2:16][C@@H:12]1[C@H:13]([O:17][CH2:18][C:19]([OH:21])=[O:20])[CH2:14]2)=[O:25])([CH3:30])([CH3:28])[CH3:29]. (3) Given the reactants [NH2:1][C:2]1[S:3][C:4]([C:10]2[C:15]([F:16])=[CH:14][C:13]([C:17]([OH:20])([CH3:19])[CH3:18])=[CH:12][C:11]=2[F:21])=[CH:5][C:6]=1[C:7]([NH2:9])=[O:8].Br[C:23]1[CH:28]=[CH:27][CH:26]=[C:25]([C:29]2[CH:30]=[N:31][N:32]([CH3:34])[CH:33]=2)[N:24]=1, predict the reaction product. The product is: [F:16][C:15]1[CH:14]=[C:13]([C:17]([OH:20])([CH3:18])[CH3:19])[CH:12]=[C:11]([F:21])[C:10]=1[C:4]1[S:3][C:2]([NH:1][C:23]2[CH:28]=[CH:27][CH:26]=[C:25]([C:29]3[CH:30]=[N:31][N:32]([CH3:34])[CH:33]=3)[N:24]=2)=[C:6]([C:7]([NH2:9])=[O:8])[CH:5]=1. (4) Given the reactants [OH:1][CH2:2][C@@H:3]([NH:5][C:6]([C:8]1[C:16]2[C:11](=[N:12][CH:13]=[C:14]([C:17]3[C:25]4[C:20](=[CH:21][C:22]([Cl:26])=[CH:23][CH:24]=4)[N:19]([CH3:27])[N:18]=3)[N:15]=2)[N:10](COCC[Si](C)(C)C)[CH:9]=1)=[O:7])[CH3:4].C(O)(C(F)(F)F)=O.C(N)CN, predict the reaction product. The product is: [OH:1][CH2:2][C@@H:3]([NH:5][C:6]([C:8]1[C:16]2[C:11](=[N:12][CH:13]=[C:14]([C:17]3[C:25]4[C:20](=[CH:21][C:22]([Cl:26])=[CH:23][CH:24]=4)[N:19]([CH3:27])[N:18]=3)[N:15]=2)[NH:10][CH:9]=1)=[O:7])[CH3:4].